Task: Predict the product of the given reaction.. Dataset: Forward reaction prediction with 1.9M reactions from USPTO patents (1976-2016) (1) Given the reactants O([C:9]1[CH:18]=[CH:17][C:16]2[C:11](=[CH:12][CH:13]=[CH:14][CH:15]=2)[C:10]=1[N+:19]([O-:21])=[O:20])S(C(F)(F)F)(=O)=O.[CH3:22][C:23]1[O:27][C:26]([C:28]2[CH:34]=[CH:33][C:31]([NH2:32])=[CH:30][CH:29]=2)=[N:25][N:24]=1, predict the reaction product. The product is: [N+:19]([C:10]1[C:11]2[C:16](=[CH:15][CH:14]=[CH:13][CH:12]=2)[CH:17]=[CH:18][C:9]=1[NH:32][C:31]1[CH:30]=[CH:29][C:28]([C:26]2[O:27][C:23]([CH3:22])=[N:24][N:25]=2)=[CH:34][CH:33]=1)([O-:21])=[O:20]. (2) Given the reactants [Br:1][C:2]1[CH:19]=[C:18]([CH3:20])[C:17](I)=[CH:16][C:3]=1[CH2:4][N:5]1[C:13](=[O:14])[C:12]2[C:7](=[CH:8][CH:9]=[CH:10][CH:11]=2)[C:6]1=[O:15].[F-:22].[K+].COC(=O)[C:27](Cl)([F:29])[F:28].O, predict the reaction product. The product is: [Br:1][C:2]1[CH:19]=[C:18]([CH3:20])[C:17]([C:27]([F:29])([F:22])[F:28])=[CH:16][C:3]=1[CH2:4][N:5]1[C:13](=[O:14])[C:12]2[C:7](=[CH:8][CH:9]=[CH:10][CH:11]=2)[C:6]1=[O:15]. (3) Given the reactants [CH3:1][O:2][C:3]1[CH:8]=[CH:7][C:6]([C:9]([C:11]2[C:12]([OH:20])=[N:13][C:14]([O:18][CH3:19])=[CH:15][C:16]=2[CH3:17])=O)=[CH:5][CH:4]=1.C([BH3-])#N.[Na+], predict the reaction product. The product is: [CH3:19][O:18][C:14]1[NH:13][C:12](=[O:20])[C:11]([CH2:9][C:6]2[CH:5]=[CH:4][C:3]([O:2][CH3:1])=[CH:8][CH:7]=2)=[C:16]([CH3:17])[CH:15]=1. (4) Given the reactants [F:1][C:2]1[CH:12]=[C:11](F)[C:10]([F:14])=[CH:9][C:3]=1[C:4]([O:6][CH2:7][CH3:8])=[O:5].C(=O)([O-])[O-].[K+].[K+].[Cl:21][C:22]1[CH:23]=[C:24]([OH:33])[CH:25]=[N:26][C:27]=1[O:28][CH2:29][CH:30]([CH3:32])[CH3:31], predict the reaction product. The product is: [Cl:21][C:22]1[CH:23]=[C:24]([O:33][C:11]2[C:10]([F:14])=[CH:9][C:3]([C:4]([O:6][CH2:7][CH3:8])=[O:5])=[C:2]([F:1])[CH:12]=2)[CH:25]=[N:26][C:27]=1[O:28][CH2:29][CH:30]([CH3:31])[CH3:32]. (5) Given the reactants F[C:2]1[CH:11]=[CH:10][C:5]([C:6]([O:8][CH3:9])=[O:7])=[C:4]([O:12][CH3:13])[CH:3]=1.Cl.[F:15][C:16]1([F:21])[CH2:20][CH2:19][NH:18][CH2:17]1, predict the reaction product. The product is: [F:15][C:16]1([F:21])[CH2:20][CH2:19][N:18]([C:2]2[CH:11]=[CH:10][C:5]([C:6]([O:8][CH3:9])=[O:7])=[C:4]([O:12][CH3:13])[CH:3]=2)[CH2:17]1.